This data is from Retrosynthesis with 50K atom-mapped reactions and 10 reaction types from USPTO. The task is: Predict the reactants needed to synthesize the given product. (1) Given the product C[C@@H]1CN(C2COC2)CCN1c1ccc(Nc2cc(-c3ccnc(-n4ncc5cc(C(C)(C)C)cc(F)c5c4=O)c3CO)cn(C)c2=O)nc1, predict the reactants needed to synthesize it. The reactants are: C[C@@H]1CN(C2COC2)CCN1c1ccc(Nc2cc(-c3ccnc(-n4ncc5cc(C(C)(C)C)cc(F)c5c4=O)c3C=O)cn(C)c2=O)nc1. (2) Given the product O=C(/C=C/c1ccc(NS(=O)(=O)c2ccc(-c3ccccc3)cc2)cc1)NO, predict the reactants needed to synthesize it. The reactants are: NO.O=C(Cl)C=Cc1ccc(NS(=O)(=O)c2ccc(-c3ccccc3)cc2)cc1. (3) Given the product Oc1cc(O)c(C=NNc2ccc(I)cc2)cc1O, predict the reactants needed to synthesize it. The reactants are: NNc1ccc(I)cc1.O=Cc1cc(O)c(O)cc1O. (4) The reactants are: N#Cc1ccc(F)c2ccccc12.OC1CCNCC1. Given the product N#Cc1ccc(N2CCC(O)CC2)c2ccccc12, predict the reactants needed to synthesize it. (5) Given the product CCc1nc(C)ccc1CO, predict the reactants needed to synthesize it. The reactants are: CCc1nc(C)ccc1C(=O)OC.